Dataset: TCR-epitope binding with 47,182 pairs between 192 epitopes and 23,139 TCRs. Task: Binary Classification. Given a T-cell receptor sequence (or CDR3 region) and an epitope sequence, predict whether binding occurs between them. The epitope is KLMNIQQKL. The TCR CDR3 sequence is CATSDPGLAHEQFF. Result: 0 (the TCR does not bind to the epitope).